This data is from Reaction yield outcomes from USPTO patents with 853,638 reactions. The task is: Predict the reaction yield, written as a fraction of the theoretical maximum amount of product (1.0 means a 100% yield; for example, 0.34 means a 34% yield). (1) The reactants are [Cl:1][C:2]1[CH:7]=[CH:6][C:5]([C:8]2([CH2:21][CH:22]=[O:23])[CH2:13][CH2:12][N:11]([C:14]([O:16][C:17]([CH3:20])([CH3:19])[CH3:18])=[O:15])[CH2:10][CH2:9]2)=[CH:4][CH:3]=1.[BH4-].[Na+]. The catalyst is CO. The product is [Cl:1][C:2]1[CH:3]=[CH:4][C:5]([C:8]2([CH2:21][CH2:22][OH:23])[CH2:9][CH2:10][N:11]([C:14]([O:16][C:17]([CH3:18])([CH3:19])[CH3:20])=[O:15])[CH2:12][CH2:13]2)=[CH:6][CH:7]=1. The yield is 0.460. (2) The reactants are COC[O:4][C:5](=O)[C:6]1[CH:11]=[C:10]([Br:12])[C:9]([O:13][CH2:14][O:15][CH3:16])=[CH:8][C:7]=1[O:17][CH2:18][O:19][CH3:20].O.[NH2:23][NH2:24]. The catalyst is C(O)C. The product is [Br:12][C:10]1[C:9]([O:13][CH2:14][O:15][CH3:16])=[CH:8][C:7]([O:17][CH2:18][O:19][CH3:20])=[C:6]([CH:11]=1)[C:5]([NH:23][NH2:24])=[O:4]. The yield is 0.460. (3) The reactants are [F:1][C:2]([F:15])([F:14])[C:3]1[CH:8]=[CH:7][C:6](/[CH:9]=[CH:10]/[C:11]([NH2:13])=[O:12])=[CH:5][CH:4]=1.Cl[CH2:17][C:18]([CH2:20]Cl)=O.C1(C)C=CC=CC=1.C(=O)([O-])[O-:30].[K+].[K+]. The catalyst is O.C(OCC)(=O)C.CN(C=O)C. The product is [OH:30][CH2:17][C:18]1[N:13]=[C:11](/[CH:10]=[CH:9]/[C:6]2[CH:5]=[CH:4][C:3]([C:2]([F:14])([F:15])[F:1])=[CH:8][CH:7]=2)[O:12][CH:20]=1. The yield is 0.620. (4) The reactants are Br[C:2]1[CH:7]=[CH:6][CH:5]=[CH:4][CH:3]=1.[Mg].[CH3:9][C:10]([C:12]1[CH:17]=[C:16]([Br:18])[CH:15]=[C:14]([Br:19])[CH:13]=1)=O.O.C1(C)C=CC(S(O)(=O)=O)=CC=1. The catalyst is C1COCC1.C1(C)C=CC=CC=1. The product is [Br:19][C:14]1[CH:13]=[C:12]([C:10]([C:2]2[CH:7]=[CH:6][CH:5]=[CH:4][CH:3]=2)=[CH2:9])[CH:17]=[C:16]([Br:18])[CH:15]=1. The yield is 0.780. (5) The reactants are [N:1]1[C:10]2[C:5](=[CH:6][CH:7]=[CH:8][CH:9]=2)[CH:4]=[CH:3][C:2]=1[N:11]1[CH2:14][CH:13]([O:15][C:16]2[C:17]([N:22]3[CH2:27][CH2:26][CH:25]([C:28](=[O:30])[CH3:29])[CH2:24][CH2:23]3)=[N:18][CH:19]=[CH:20][N:21]=2)[CH2:12]1.[BH4-].[BH4-].[BH4-].[BH4-].[Na+].[Na+].[Na+].[Na+].[Cl-].[NH4+]. The catalyst is CO. The product is [N:1]1[C:10]2[C:5](=[CH:6][CH:7]=[CH:8][CH:9]=2)[CH:4]=[CH:3][C:2]=1[N:11]1[CH2:14][CH:13]([O:15][C:16]2[C:17]([N:22]3[CH2:27][CH2:26][CH:25]([CH:28]([OH:30])[CH3:29])[CH2:24][CH2:23]3)=[N:18][CH:19]=[CH:20][N:21]=2)[CH2:12]1. The yield is 0.750. (6) The reactants are [CH3:1][O:2][C:3](=[O:10])[C:4]([CH3:9])([CH3:8])[CH:5]([OH:7])[CH3:6].[C:11]1([CH3:21])[CH:16]=[CH:15][C:14]([S:17](Cl)(=[O:19])=[O:18])=[CH:13][CH:12]=1.Cl. The catalyst is N1C=CC=CC=1.C(OCC)(=O)C. The product is [CH3:1][O:2][C:3](=[O:10])[C:4]([CH3:9])([CH3:8])[CH:5]([O:7][S:17]([C:14]1[CH:15]=[CH:16][C:11]([CH3:21])=[CH:12][CH:13]=1)(=[O:19])=[O:18])[CH3:6]. The yield is 0.760.